Dataset: Full USPTO retrosynthesis dataset with 1.9M reactions from patents (1976-2016). Task: Predict the reactants needed to synthesize the given product. (1) Given the product [OH:8][C:5]1[CH:6]=[CH:7][C:2]([NH:1][S:10]([CH3:9])(=[O:12])=[O:11])=[CH:3][CH:4]=1, predict the reactants needed to synthesize it. The reactants are: [NH2:1][C:2]1[CH:7]=[CH:6][C:5]([OH:8])=[CH:4][CH:3]=1.[CH3:9][S:10](Cl)(=[O:12])=[O:11]. (2) Given the product [Br:1][C:2]1[CH:12]=[CH:11][C:5]2[N:6]([CH3:10])[C:7](=[O:9])[N:8]([CH2:20][CH2:21][CH:22]3[CH2:23][CH2:24][N:25]([C:28]([O:30][C:31]([CH3:32])([CH3:34])[CH3:33])=[O:29])[CH2:26][CH2:27]3)[C:4]=2[C:3]=1[O:13][CH2:14][CH:15]1[CH2:18][CH2:17][CH2:16]1, predict the reactants needed to synthesize it. The reactants are: [Br:1][C:2]1[CH:12]=[CH:11][C:5]2[N:6]([CH3:10])[C:7](=[O:9])[NH:8][C:4]=2[C:3]=1[O:13][CH2:14][CH:15]1[CH2:18][CH2:17][CH2:16]1.Br[CH2:20][CH2:21][CH:22]1[CH2:27][CH2:26][N:25]([C:28]([O:30][C:31]([CH3:34])([CH3:33])[CH3:32])=[O:29])[CH2:24][CH2:23]1. (3) Given the product [CH3:14][O:13][C:10]1[C:9]([O:15][CH3:16])=[CH:8][C:7]([S:6][CH2:5][C:4]2[CH:17]=[CH:18][CH:19]=[CH:2][C:3]=2[CH3:21])=[CH:12][N:11]=1, predict the reactants needed to synthesize it. The reactants are: Cl[C:2]1[CH:3]=[C:4]([CH:17]=[CH:18][CH:19]=1)[CH2:5][S:6][C:7]1[CH:8]=[C:9]([O:15][CH3:16])[C:10]([O:13][CH3:14])=[N:11][CH:12]=1.Br[CH2:21]C1C=CC=CC=1C.